Dataset: Forward reaction prediction with 1.9M reactions from USPTO patents (1976-2016). Task: Predict the product of the given reaction. (1) Given the reactants [Mg].Cl[C:3]([CH3:11])([CH3:10])[C:4]#[C:5][Si:6]([CH3:9])([CH3:8])[CH3:7].[C:12](=[O:14])=[O:13].Cl, predict the reaction product. The product is: [CH3:10][C:3]([CH3:11])([C:4]#[C:5][Si:6]([CH3:9])([CH3:8])[CH3:7])[C:12]([OH:14])=[O:13]. (2) Given the reactants [OH:1][C:2]1[CH:7]=[C:6]([OH:8])[CH:5]=[CH:4][C:3]=1[CH:9]1[CH2:14][CH2:13][C:12](=O)[CH2:11][CH2:10]1.C(O)C.Cl.[NH2:20][OH:21], predict the reaction product. The product is: [OH:1][C:2]1[CH:7]=[C:6]([OH:8])[CH:5]=[CH:4][C:3]=1[CH:9]1[CH2:14][CH2:13][C:12](=[N:20][OH:21])[CH2:11][CH2:10]1. (3) Given the reactants [BH4-].[Na+].C([O:5][C:6](=O)[CH2:7][O:8][C:9]1[CH:14]=[CH:13][C:12]([C:15]2[CH:19]=[C:18]([CH2:20][O:21][C:22](=[O:24])[NH2:23])[O:17][N:16]=2)=[CH:11][CH:10]=1)C, predict the reaction product. The product is: [OH:5][CH2:6][CH2:7][O:8][C:9]1[CH:10]=[CH:11][C:12]([C:15]2[CH:19]=[C:18]([CH2:20][O:21][C:22](=[O:24])[NH2:23])[O:17][N:16]=2)=[CH:13][CH:14]=1. (4) Given the reactants [C:1]([O:5][C:6](=[O:21])[CH2:7][C@@H:8]([CH2:12][CH2:13][CH2:14][CH:15]1[CH2:20][CH2:19][CH2:18][CH2:17][CH2:16]1)[C:9]([OH:11])=[O:10])([CH3:4])([CH3:3])[CH3:2].[CH:22]([N:35]1[CH2:38][CH:37]([C:39](=[N:41]O)[NH2:40])[CH2:36]1)([C:29]1[CH:34]=[CH:33][CH:32]=[CH:31][CH:30]=1)[C:23]1[CH:28]=[CH:27][CH:26]=[CH:25][CH:24]=1, predict the reaction product. The product is: [NH2:41]/[C:39](=[N:40]\[O:10][C:9]([C@H:8]([CH2:12][CH2:13][CH2:14][CH:15]1[CH2:16][CH2:17][CH2:18][CH2:19][CH2:20]1)[CH2:7][C:6]([O:5][C:1]([CH3:4])([CH3:2])[CH3:3])=[O:21])=[O:11])/[CH:37]1[CH2:38][N:35]([CH:22]([C:23]2[CH:28]=[CH:27][CH:26]=[CH:25][CH:24]=2)[C:29]2[CH:34]=[CH:33][CH:32]=[CH:31][CH:30]=2)[CH2:36]1. (5) Given the reactants [NH:1]1[CH2:4][CH:3]([C:5]2[NH:9][N:8]=[C:7]([C:10]3[CH:15]=[CH:14][CH:13]=[CH:12][N:11]=3)[N:6]=2)[CH2:2]1.[Br:16][C:17]1[N:21]2[CH:22]=[C:23]([C:34]3[CH:39]=[CH:38][CH:37]=[CH:36][CH:35]=3)[C:24]([C:26]3[CH:33]=[CH:32][C:29]([CH:30]=O)=[CH:28][CH:27]=3)=[N:25][C:20]2=[N:19][C:18]=1[CH3:40].[BH-](OC(C)=O)(OC(C)=O)OC(C)=O.[Na+].C([O-])(O)=O.[Na+], predict the reaction product. The product is: [Br:16][C:17]1[N:21]2[CH:22]=[C:23]([C:34]3[CH:35]=[CH:36][CH:37]=[CH:38][CH:39]=3)[C:24]([C:26]3[CH:27]=[CH:28][C:29]([CH2:30][N:1]4[CH2:4][CH:3]([C:5]5[N:6]=[C:7]([C:10]6[CH:15]=[CH:14][CH:13]=[CH:12][N:11]=6)[NH:8][N:9]=5)[CH2:2]4)=[CH:32][CH:33]=3)=[N:25][C:20]2=[N:19][C:18]=1[CH3:40].